Dataset: Experimentally validated miRNA-target interactions with 360,000+ pairs, plus equal number of negative samples. Task: Binary Classification. Given a miRNA mature sequence and a target amino acid sequence, predict their likelihood of interaction. (1) The miRNA is hsa-let-7g-3p with sequence CUGUACAGGCCACUGCCUUGC. The protein sequence of the target gene is MDFLLLGLCLHWLLRRPSGVVLCLLGACFQMLPAAPSGCPGQCRCEGRLLYCEALNLTEAPHNLSGLLGLSLRYNSLSELRAGQFTGLMQLTWLYLDHNHICSVQGDAFQKLRRVKELTLSSNQITELANTTFRPMPNLRSVDLSYNKLQALAPDLFHGLRKLTTLHMRANAIQFVPVRIFQDCRSLKFLDIGYNQLKSLARNSFAGLFKLTELHLEHNDLIKVNFAHFPRLISLHSLCLRRNKVAIVVSSLDWVWNLEKMDLSGNEIEYMEPHVFETVPYLQTLQLDSNRLTYIEPRIL.... Result: 0 (no interaction). (2) The miRNA is hsa-miR-632 with sequence GUGUCUGCUUCCUGUGGGA. The protein sequence of the target gene is MMKPEFFCFSGFCVYFLFLQVVVSSEKLRVTTPTRHLLARVGGQAELSCQVIPPHSVMHMEVRWFRSGHSQPVYLYRGGHKMSEEAAPEYANRTEFVKEAIGEGKVSLRIHNINILDDGPYQCSFNGSGFIDAAIMNLNVTAVGLETEIHVQAPDADGVMVECNSGGWFPRPQMEWRDSKGATLPHSLKSYSQDEARFFYMKMTLLLTNMSHGSIICCIFNPVTGEEKQTSIILANELFNRDRIWMESLASIVWIMLSVYILYIICFYWRTGCASGCLSKCFCVVTSWPVQIVHLLFCTG.... Result: 0 (no interaction). (3) The miRNA is hsa-miR-4706 with sequence AGCGGGGAGGAAGUGGGCGCUGCUU. The protein sequence of the target gene is MGTATGAGYFQRGSLFWFTVITVSFGYYTWAVFWPQSIPYQSLGPLGPFTKYLVDHYHTFLRNGYWLAWLIHVGESLYALVLCKRKGITDVQAQLLWFLQTFLFGVASLSILIAYRSKRQKHN. Result: 0 (no interaction). (4) The miRNA is mmu-miR-598-3p with sequence UACGUCAUCGUCGUCAUCGUUA. The protein sequence of the target gene is MEKRAAAGLEGAPGARAQLAVVCLVNIFLTGRLSSAVPALAACSGKLEQHTERRGVIYSPAWPLNYPPGTNCSWYIQGDRGDMITISFRNFDVEESHQCSLDWLLLGPAAPPRQEAFRLCGSAIPPAFISARDHVWIFFHSDASSSGQAQGFRLSYIRGKLGQASCQADEFRCDNGKCLPGPWQCNTVDECGDGSDEGNCSAPASEPPGSLCPGGTFPCSGARSTRCLPVERRCDGLQDCGDGSDEAGCPDLACGRRLGSFYGSFASPDLFGAARGPSDLHCTWLVDTQDSRRVLLQLEL.... Result: 0 (no interaction). (5) The miRNA is hsa-miR-3972 with sequence CUGCCAGCCCCGUUCCAGGGCA. The protein sequence of the target gene is MGFLHVGQDGLELPTSGDPPASASQSAGITGVSHRTQPPCFEGLTSKDLVREEKTRKRKRKAKESGMALLQGLLTFRDVAIEFSQEEWKCLDPAQRTLYRDVMLENYRNLVSLDTSSKCMMKMFSSTGQGNTEVVHTGTLQIHASHHIGDTCFQEIEKDIHDFVFQWQENETNGHEALMTKTKKLMSSTERHDQRHAGNKPIKNELGSSFHSHLPEVHIFHPEGKIGNQVEKAINDAFSVSASQRISCRPKTRISNKYRNNFLQSSLLTQKREVHTREKSFQRNESGKAFNGSSLLKKHQ.... Result: 0 (no interaction). (6) The miRNA is hsa-miR-154-5p with sequence UAGGUUAUCCGUGUUGCCUUCG. The protein sequence of the target gene is MSSDEEKYSLPVVQNDSSRGSSVSSNLQEEYEELLHYAIVTPNIEPCASQSSHPKGELVPDVRISTIHDILHSQGNNSEVRETAIEVGKGCDFHISSHSKTDESSPVLSPRKPSHPVMDFFSSHLLADSSSPATNSSHTDAHEILVSDFLVSDENLQKMENVLDLWSSGLKTNIISELSKWRLNFIDWHRMEMRKEKEKHAAHLKQLCNQINELKELQKTFEISIGRKDEVISSLSHAIGKQKEKIELMRTFFHWRIGHVRARQDVYEGKLADQYYQRTLLKKVWKVWRSVVQKQWKDVV.... Result: 0 (no interaction). (7) The miRNA is hsa-miR-3199 with sequence AGGGACUGCCUUAGGAGAAAGUU. The protein sequence of the target gene is MAAVTVNSAKRGLRAELKQRLRALSAEERLRQSLLLTQKVIAHNQYQNSKRISIFLSMQDEVETEVIIKDIFKQGKICFIPRYQFQSNHMDMVRLTSSEEIALLPKTSWNIHQPGEGDVREEALSTGGLDLIFLPGLGFDKDGNRLGRGKGYYDTYLKRCVQHQEVKPYTMALAFKEQICPQIPVDEHDMKVDEVLYEDSPAS. Result: 0 (no interaction). (8) The miRNA is mmu-miR-3066-5p with sequence UUGGUUGCUGUAGAUUAAGUAG. The protein sequence of the target gene is MARELSESTALDAQSTEDQMELLVIKVEEEEAGFPSSPDLGSEGSRERFRGFRYPEAAGPREALSRLRELCRQWLQPEMHSKEQILELLVLEQFLTILPGNLQSWVREQHPESGEEVVVLLEYLERQLDEPAPQVSGVDQGQELLCCKMALLTPAPGSQSSQFQLMKALLKHESVGSQPLQDRVLQVPVLAHGGCCREDKVVASRLTPESQGLLKVEDVALTLTPEWTQQDSSQGNLCRDEKQENHGSLVSLGDEKQTKSRDLPPAEELPEKEHGKISCHLREDIAQIPTCAEAGEQEGR.... Result: 0 (no interaction).